From a dataset of Forward reaction prediction with 1.9M reactions from USPTO patents (1976-2016). Predict the product of the given reaction. (1) Given the reactants [CH2:1]([S:3][C:4]1[N:5]=[C:6]2[CH:11]=[CH:10][C:9]([CH2:12][CH2:13][CH3:14])=[N:8][N:7]2[C:15]=1[S:16]([NH2:19])(=[O:18])=[O:17])[CH3:2].C([O-])([O-])=[O:21].C([O-])([O-])=O.OO.OO.OO.[Na+].[Na+].[Na+].[Na+].Cl.[OH2:39], predict the reaction product. The product is: [CH2:1]([S:3]([C:4]1[N:5]=[C:6]2[CH:11]=[CH:10][C:9]([CH2:12][CH2:13][CH3:14])=[N:8][N:7]2[C:15]=1[S:16]([NH2:19])(=[O:17])=[O:18])(=[O:21])=[O:39])[CH3:2]. (2) Given the reactants [CH3:1][C:2]1([CH3:29])[C:11]2[C:6](=[CH:7][C:8]([CH3:26])=[C:9]([C:12]3[CH:13]=[C:14](/[CH:19]=[CH:20]/[C:21]([O:23]CC)=[O:22])[CH:15]=[CH:16][C:17]=3[CH3:18])[CH:10]=2)[C:5]([CH3:28])([CH3:27])[CH2:4][CH2:3]1.[OH-].[K+].Cl, predict the reaction product. The product is: [CH3:1][C:2]1([CH3:29])[C:11]2[C:6](=[CH:7][C:8]([CH3:26])=[C:9]([C:12]3[CH:13]=[C:14](/[CH:19]=[CH:20]/[C:21]([OH:23])=[O:22])[CH:15]=[CH:16][C:17]=3[CH3:18])[CH:10]=2)[C:5]([CH3:28])([CH3:27])[CH2:4][CH2:3]1.